From a dataset of Experimentally validated miRNA-target interactions with 360,000+ pairs, plus equal number of negative samples. Binary Classification. Given a miRNA mature sequence and a target amino acid sequence, predict their likelihood of interaction. The protein sequence of the target gene is MAAGGAVAAAPECRLLPYALHKWSSFSSTYLPENILVDKPNDQSSRWSSESNYPPQYLILKLERPAIVQNITFGKYEKTHVCNLKKFKVFGGMNEENMTELLSSGLKNDYNKETFTLKHKIDEQMFPCRFIKIVPLLSWGPSFNFSIWYVELSGIDDPDIVQPCLNWYSKYREQEAIRLCLKHFRQHNYTEAFESLQKKTKIALEHPMLTDIHDKLVLKGDFDACEELIEKAVNDGLFNQYISQQEYKPRWSQIIPKSTKGDGEDNRPGMRGGHQMVIDVQTETVYLFGGWDGTQDLADF.... The miRNA is hsa-miR-4711-5p with sequence UGCAUCAGGCCAGAAGACAUGAG. Result: 0 (no interaction).